From a dataset of Full USPTO retrosynthesis dataset with 1.9M reactions from patents (1976-2016). Predict the reactants needed to synthesize the given product. (1) Given the product [Cl:10][C:11]1[C:19]([F:20])=[CH:18][C:14]([C:15]([N:65]2[CH2:64][CH2:63][N:62]([C:45](=[O:44])[CH2:46][NH:47][C:48]([C:50]3[CH:55]=[CH:54][C:53]([C:56]4[CH:61]=[CH:60][CH:59]=[CH:58][CH:57]=4)=[CH:52][CH:51]=3)=[O:49])[CH2:67][CH2:66]2)=[O:17])=[C:13]([F:21])[CH:12]=1, predict the reactants needed to synthesize it. The reactants are: CCN(C(C)C)C(C)C.[Cl:10][C:11]1[C:19]([F:20])=[CH:18][C:14]([C:15]([OH:17])=O)=[C:13]([F:21])[CH:12]=1.C1C=CC2N(O)N=NC=2C=1.CCN=C=NCCCN(C)C.Cl.[O:44]=[C:45]([N:62]1[CH2:67][CH2:66][NH:65][CH2:64][CH2:63]1)[CH2:46][NH:47][C:48]([C:50]1[CH:55]=[CH:54][C:53]([C:56]2[CH:61]=[CH:60][CH:59]=[CH:58][CH:57]=2)=[CH:52][CH:51]=1)=[O:49]. (2) Given the product [C:27]([OH:26])(=[O:28])[C:29]1[CH:5]=[CH:4][CH:3]=[CH:2][CH:1]=1, predict the reactants needed to synthesize it. The reactants are: [C:1](O)(=O)/[CH:2]=[CH:3]/[C:4]1C=CC=C[CH:5]=1.OOS([O-])=O.[K+].[O-]S([O-])=O.[Na+].[Na+].CC[O:26][C:27]([CH3:29])=[O:28]. (3) Given the product [C:17]([C:21]1[CH:22]=[CH:23][C:24]([CH2:25][C:12]2[CH:11]=[CH:10][CH:9]=[C:8]3[C:13]=2[C:14]([NH2:32])=[N:15][C:6]([C:4]([OH:3])=[O:5])=[N:7]3)=[CH:27][CH:28]=1)([CH3:20])([CH3:18])[CH3:19], predict the reactants needed to synthesize it. The reactants are: C([O:3][C:4]([C:6]1[N:15]=[C:14](Cl)[C:13]2[C:8](=[CH:9][CH:10]=[CH:11][CH:12]=2)[N:7]=1)=[O:5])C.[C:17]([C:21]1[CH:28]=[CH:27][C:24]([CH2:25]N)=[CH:23][CH:22]=1)([CH3:20])([CH3:19])[CH3:18].C([N:32](C(C)C)CC)(C)C. (4) Given the product [Cl:1][C:2]1[CH:3]=[CH:4][C:5]([O:11][CH3:12])=[C:6]([C:19]2[C:14]([NH2:13])=[N:15][CH:16]=[CH:17][CH:18]=2)[CH:7]=1, predict the reactants needed to synthesize it. The reactants are: [Cl:1][C:2]1[CH:3]=[CH:4][C:5]([O:11][CH3:12])=[C:6](B(O)O)[CH:7]=1.[NH2:13][C:14]1[C:19](Br)=[CH:18][CH:17]=[CH:16][N:15]=1.